Dataset: TCR-epitope binding with 47,182 pairs between 192 epitopes and 23,139 TCRs. Task: Binary Classification. Given a T-cell receptor sequence (or CDR3 region) and an epitope sequence, predict whether binding occurs between them. (1) The epitope is QARQMVQAMRTIGTHP. The TCR CDR3 sequence is CASSLLGGSLYEQYF. Result: 0 (the TCR does not bind to the epitope). (2) The TCR CDR3 sequence is CASSYQSLYNEQFF. Result: 0 (the TCR does not bind to the epitope). The epitope is LPRRSGAAGA. (3) The epitope is KRWIILGLNK. The TCR CDR3 sequence is CASNSFGPSNQPQHF. Result: 1 (the TCR binds to the epitope). (4) The epitope is NYSGVVTTVMF. The TCR CDR3 sequence is CASSLAGGYYNEQFF. Result: 0 (the TCR does not bind to the epitope). (5) Result: 0 (the TCR does not bind to the epitope). The epitope is NLSALGIFST. The TCR CDR3 sequence is CATSSGTLPRDNEQFF. (6) The epitope is RLRAEAQVK. The TCR CDR3 sequence is CASSYVGGPGDTQYF. Result: 1 (the TCR binds to the epitope). (7) The epitope is SEVGPEHSLAEY. The TCR CDR3 sequence is CASSPPSYYEQYF. Result: 0 (the TCR does not bind to the epitope). (8) The epitope is TLIGDCATV. The TCR CDR3 sequence is CASSYGQQGVEYEQYF. Result: 1 (the TCR binds to the epitope). (9) The epitope is KLGGALQAK. The TCR CDR3 sequence is CASSLIGGSGEQFF. Result: 1 (the TCR binds to the epitope).